From a dataset of Reaction yield outcomes from USPTO patents with 853,638 reactions. Predict the reaction yield, written as a fraction of the theoretical maximum amount of product (1.0 means a 100% yield; for example, 0.34 means a 34% yield). (1) The reactants are FC(F)(F)C(OC(=O)C(F)(F)F)=O.[CH2:14]([O:21][C:22]1[C:26]([O:27][CH2:28][C:29]2[CH:34]=[CH:33][CH:32]=[CH:31][CH:30]=2)=[C:25]([C:35]([NH2:37])=O)[N:24]([C:38]2[CH:43]=[CH:42][C:41]([O:44][CH3:45])=[CH:40][CH:39]=2)[C:23]=1[C:46]([N:48]([CH3:50])[CH3:49])=[O:47])[C:15]1[CH:20]=[CH:19][CH:18]=[CH:17][CH:16]=1.C(N(CC)CC)C. The yield is 1.00. The product is [CH2:14]([O:21][C:22]1[C:26]([O:27][CH2:28][C:29]2[CH:34]=[CH:33][CH:32]=[CH:31][CH:30]=2)=[C:25]([C:35]#[N:37])[N:24]([C:38]2[CH:43]=[CH:42][C:41]([O:44][CH3:45])=[CH:40][CH:39]=2)[C:23]=1[C:46]([N:48]([CH3:49])[CH3:50])=[O:47])[C:15]1[CH:20]=[CH:19][CH:18]=[CH:17][CH:16]=1. The catalyst is C(Cl)Cl. (2) The reactants are [CH2:1]([O:3][P:4]([N:9]1[CH2:22][CH2:21][N:20](S(C2C=CC=CC=2[N+]([O-])=O)(=O)=O)[CH2:19][CH2:18][CH2:17][CH2:16][CH2:15][CH2:14][CH2:13][N:12]([S:35]([C:38]2[CH:43]=[CH:42][CH:41]=[CH:40][C:39]=2[N+:44]([O-:46])=[O:45])(=[O:37])=[O:36])[CH2:11][CH2:10]1)([O:6][CH2:7][CH3:8])=[O:5])[CH3:2].C([O-])([O-])=O.[K+].[K+].C1(S)C=CC=CC=1. The catalyst is CN(C=O)C. The product is [CH2:7]([O:6][P:4]([N:9]1[CH2:10][CH2:11][N:12]([S:35]([C:38]2[CH:43]=[CH:42][CH:41]=[CH:40][C:39]=2[N+:44]([O-:46])=[O:45])(=[O:37])=[O:36])[CH2:13][CH2:14][CH2:15][CH2:16][CH2:17][CH2:18][CH2:19][NH:20][CH2:21][CH2:22]1)([O:3][CH2:1][CH3:2])=[O:5])[CH3:8]. The yield is 0.230.